Dataset: NCI-60 drug combinations with 297,098 pairs across 59 cell lines. Task: Regression. Given two drug SMILES strings and cell line genomic features, predict the synergy score measuring deviation from expected non-interaction effect. Drug 2: CCC1=CC2CC(C3=C(CN(C2)C1)C4=CC=CC=C4N3)(C5=C(C=C6C(=C5)C78CCN9C7C(C=CC9)(C(C(C8N6C)(C(=O)OC)O)OC(=O)C)CC)OC)C(=O)OC.C(C(C(=O)O)O)(C(=O)O)O. Drug 1: C1CC(=O)NC(=O)C1N2CC3=C(C2=O)C=CC=C3N. Synergy scores: CSS=30.7, Synergy_ZIP=-7.22, Synergy_Bliss=-12.8, Synergy_Loewe=-48.9, Synergy_HSA=-11.6. Cell line: MDA-MB-435.